Dataset: Forward reaction prediction with 1.9M reactions from USPTO patents (1976-2016). Task: Predict the product of the given reaction. (1) Given the reactants [Cl:1][C:2]1[CH:7]=[CH:6][C:5]([CH:8]=[CH:9][C:10]#[N:11])=[CH:4][CH:3]=1.[OH:12][NH2:13], predict the reaction product. The product is: [Cl:1][C:2]1[CH:3]=[CH:4][C:5]([CH:8]=[CH:9][C:10]([NH:13][OH:12])=[NH:11])=[CH:6][CH:7]=1. (2) The product is: [C:4]([O:8][C:9]([N:11]([CH3:46])[C@@H:12]([CH3:45])[C:13]([NH:15][C@H:16]1[CH2:22][O:21][C:20]2[CH:23]=[CH:24][CH:25]=[CH:26][C:19]=2[N:18]([CH2:27][C:28]2[C:37]([O:38][CH3:39])=[CH:36][CH:35]=[C:34]3[C:29]=2[CH:30]=[CH:31][C:32]([C:40]([OH:42])=[O:41])=[CH:33]3)[C:17]1=[O:44])=[O:14])=[O:10])([CH3:6])([CH3:7])[CH3:5]. Given the reactants O[Li].O.[C:4]([O:8][C:9]([N:11]([CH3:46])[C@@H:12]([CH3:45])[C:13]([NH:15][C@H:16]1[CH2:22][O:21][C:20]2[CH:23]=[CH:24][CH:25]=[CH:26][C:19]=2[N:18]([CH2:27][C:28]2[C:37]([O:38][CH3:39])=[CH:36][CH:35]=[C:34]3[C:29]=2[CH:30]=[CH:31][C:32]([C:40]([O:42]C)=[O:41])=[CH:33]3)[C:17]1=[O:44])=[O:14])=[O:10])([CH3:7])([CH3:6])[CH3:5].OS([O-])(=O)=O.[K+], predict the reaction product.